This data is from Reaction yield outcomes from USPTO patents with 853,638 reactions. The task is: Predict the reaction yield, written as a fraction of the theoretical maximum amount of product (1.0 means a 100% yield; for example, 0.34 means a 34% yield). (1) The reactants are [Br:1][C:2]1[N:3]=[C:4](Br)[C:5]2[N:6]([CH:8]=[CH:9][N:10]=2)[CH:7]=1.[CH3:12][S-:13].[Na+]. The catalyst is CO.O. The product is [Br:1][C:2]1[N:3]=[C:4]([S:13][CH3:12])[C:5]2[N:6]([CH:8]=[CH:9][N:10]=2)[CH:7]=1. The yield is 0.700. (2) The reactants are [CH3:1][O:2][C:3]1[C:7]([N+:8]([O-:10])=[O:9])=[CH:6][NH:5][N:4]=1.[C:11]([O:15][C:16]([N:18]1[CH2:22][CH2:21][CH:20](O)C1)=[O:17])([CH3:14])([CH3:13])[CH3:12].N(C(OCC)=O)=NC(OCC)=O. The catalyst is C1COCC1.CCOC(C)=O. The product is [CH3:1][O:2][C:3]1[C:7]([N+:8]([O-:10])=[O:9])=[CH:6][N:5]([CH:21]2[CH2:22][N:18]([C:16]([O:15][C:11]([CH3:12])([CH3:13])[CH3:14])=[O:17])[CH2:20]2)[N:4]=1. The yield is 0.729. (3) The reactants are Cl[C:2]1[CH:30]=[CH:29][C:5]2[N:6]([C:13]3[CH:18]=[CH:17][C:16]([NH:19][S:20]([C:23]4[CH:28]=[CH:27][CH:26]=[CH:25][CH:24]=4)(=[O:22])=[O:21])=[CH:15][CH:14]=3)[C:7](=[O:12])[CH2:8][C:9](=[O:11])[NH:10][C:4]=2[CH:3]=1.O1CCCC1.O.C([O-])=O.[NH4+]. The catalyst is CO. The product is [O:12]=[C:7]1[N:6]([C:13]2[CH:14]=[CH:15][C:16]([NH:19][S:20]([C:23]3[CH:28]=[CH:27][CH:26]=[CH:25][CH:24]=3)(=[O:22])=[O:21])=[CH:17][CH:18]=2)[C:5]2[CH:29]=[CH:30][CH:2]=[CH:3][C:4]=2[NH:10][C:9](=[O:11])[CH2:8]1. The yield is 0.770. (4) The reactants are O[CH:2]1[CH2:7][N:6]([C:8]([O:10][CH2:11][CH:12]=[CH2:13])=[O:9])[C@H:5]([CH3:14])[CH2:4][CH:3]1[C:15]([O:17][C:18]([CH3:21])([CH3:20])[CH3:19])=[O:16].CS(Cl)(=O)=O.C(N(CC)CC)C.Cl. The catalyst is ClCCl. The product is [CH3:14][C@@H:5]1[CH2:4][C:3]([C:15]([O:17][C:18]([CH3:19])([CH3:20])[CH3:21])=[O:16])=[CH:2][CH2:7][N:6]1[C:8]([O:10][CH2:11][CH:12]=[CH2:13])=[O:9]. The yield is 0.760. (5) The reactants are [C:1]([OH:9])(=O)[C:2]1[CH:7]=[CH:6][N:5]=[CH:4][CH:3]=1.[NH2:10][C@@H:11]1[C@H:15]2[O:16][CH2:17][C@H:18]([NH:19][C:20](=[O:34])[C:21]3[CH:26]=[CH:25][CH:24]=[C:23]([O:27][C:28]4[CH:33]=[CH:32][CH:31]=[CH:30][CH:29]=4)[CH:22]=3)[C@H:14]2[O:13][CH2:12]1. No catalyst specified. The product is [O:27]([C:23]1[CH:22]=[C:21]([CH:26]=[CH:25][CH:24]=1)[C:20]([NH:19][C@@H:18]1[C@H:14]2[O:13][CH2:12][C@H:11]([NH:10][C:1](=[O:9])[C:2]3[CH:3]=[CH:4][N:5]=[CH:6][CH:7]=3)[C@H:15]2[O:16][CH2:17]1)=[O:34])[C:28]1[CH:29]=[CH:30][CH:31]=[CH:32][CH:33]=1. The yield is 0.440. (6) The reactants are [NH:1]1[C:9]2[C:4](=[CH:5][CH:6]=[CH:7][CH:8]=2)[CH2:3][CH2:2]1.C(N(CC)CC)C.[CH3:17][C:18]1[CH:26]=[CH:25][CH:24]=[CH:23][C:19]=1[C:20](Cl)=[O:21].CCOC(C)=O. The catalyst is C(Cl)Cl.[OH-].[Na+]. The product is [N:1]1([C:20]([C:19]2[CH:23]=[CH:24][CH:25]=[CH:26][C:18]=2[CH3:17])=[O:21])[C:9]2[C:4](=[CH:5][CH:6]=[CH:7][CH:8]=2)[CH2:3][CH2:2]1. The yield is 0.880. (7) The reactants are FC(F)(F)S(O[C:7]1[CH:12]=[CH:11][C:10]([C:13]([CH3:21])([CH3:20])[O:14][SiH2:15][C:16]([CH3:19])([CH3:18])[CH3:17])=[C:9]([CH:22]([CH3:24])[CH3:23])[CH:8]=1)(=O)=O.[CH3:27][Si:28]([C:31]#[CH:32])([CH3:30])[CH3:29]. The catalyst is C(N(CC)CC)C.CN(C=O)C.Cl[Pd](Cl)([P](C1C=CC=CC=1)(C1C=CC=CC=1)C1C=CC=CC=1)[P](C1C=CC=CC=1)(C1C=CC=CC=1)C1C=CC=CC=1. The product is [C:16]([SiH2:15][O:14][C:13]([CH3:21])([CH3:20])[C:10]1[CH:11]=[CH:12][C:7]([C:32]#[C:31][Si:28]([CH3:30])([CH3:29])[CH3:27])=[CH:8][C:9]=1[CH:22]([CH3:24])[CH3:23])([CH3:19])([CH3:18])[CH3:17]. The yield is 0.780. (8) The reactants are F[C:2]1[CH:7]=[CH:6][C:5]([N+:8]([O-:10])=[O:9])=[C:4]([O:11][C:12]2[C:17]([O:18][CH3:19])=[CH:16][CH:15]=[CH:14][C:13]=2[F:20])[CH:3]=1.[CH3:21][O-:22].[Na+].O. The catalyst is CN(C=O)C. The product is [F:20][C:13]1[CH:14]=[CH:15][CH:16]=[C:17]([O:18][CH3:19])[C:12]=1[O:11][C:4]1[CH:3]=[C:2]([O:22][CH3:21])[CH:7]=[CH:6][C:5]=1[N+:8]([O-:10])=[O:9]. The yield is 0.700.